From a dataset of Catalyst prediction with 721,799 reactions and 888 catalyst types from USPTO. Predict which catalyst facilitates the given reaction. (1) Reactant: [C:1]([O:8][CH2:9][CH3:10])(=[O:7])[C:2]([O:4]CC)=O.[O-]CC.[Na+].[C:15]([C:18]1[N:19]=[CH:20][S:21][CH:22]=1)(=[O:17])[CH3:16].O. Product: [CH2:9]([O:8][C:1](=[O:7])[C:2](=[O:4])[CH2:16][C:15]([C:18]1[N:19]=[CH:20][S:21][CH:22]=1)=[O:17])[CH3:10]. The catalyst class is: 621. (2) Reactant: [CH3:1][O:2][C:3]1[CH:8]=[C:7]([NH2:9])[CH:6]=[CH:5][C:4]=1[N:10]1[CH2:15][CH2:14][O:13][CH2:12][CH2:11]1.[Br:16][C:17]1[N:18]=[C:19](Br)[C:20]2[N:21]([CH:23]=[CH:24][N:25]=2)[CH:22]=1.C(N(CC)C(C)C)(C)C. Product: [Br:16][C:17]1[N:18]=[C:19]([NH:9][C:7]2[CH:6]=[CH:5][C:4]([N:10]3[CH2:15][CH2:14][O:13][CH2:12][CH2:11]3)=[C:3]([O:2][CH3:1])[CH:8]=2)[C:20]2[N:21]([CH:23]=[CH:24][N:25]=2)[CH:22]=1. The catalyst class is: 32. (3) Reactant: BrC1C=CC([O:6][C:7]2[C:16]3[C:11](=[CH:12][C:13]([O:19][CH2:20][CH2:21][CH2:22][N:23]([CH3:28])[S:24]([CH3:27])(=[O:26])=[O:25])=[C:14]([O:17][CH3:18])[CH:15]=3)[N:10]=[CH:9][N:8]=2)=C(F)C=1.C(=O)([O-])O.[Na+]. Product: [CH3:18][O:17][C:14]1[CH:15]=[C:16]2[C:11](=[CH:12][C:13]=1[O:19][CH2:20][CH2:21][CH2:22][N:23]([CH3:28])[S:24]([CH3:27])(=[O:26])=[O:25])[N:10]=[CH:9][NH:8][C:7]2=[O:6]. The catalyst class is: 33. (4) Reactant: [C:1]([C:5]1[CH:6]=[C:7]([NH:11][C:12]([NH:14][C:15]2[CH:20]=[C:19]([O:21][CH:22]3[CH2:27][CH2:26][NH:25][CH2:24][CH2:23]3)[CH:18]=[C:17]([F:28])[CH:16]=2)=[O:13])[N:8]([CH3:10])[N:9]=1)([CH3:4])([CH3:3])[CH3:2].C(N(CC)CC)C.[Cl:36][C:37]([Cl:42])([Cl:41])[C:38](Cl)=[O:39]. Product: [C:1]([C:5]1[CH:6]=[C:7]([NH:11][C:12]([NH:14][C:15]2[CH:20]=[C:19]([O:21][CH:22]3[CH2:23][CH2:24][N:25]([C:38](=[O:39])[C:37]([Cl:42])([Cl:41])[Cl:36])[CH2:26][CH2:27]3)[CH:18]=[C:17]([F:28])[CH:16]=2)=[O:13])[N:8]([CH3:10])[N:9]=1)([CH3:4])([CH3:2])[CH3:3]. The catalyst class is: 4. (5) Reactant: [F:1][C:2]1[CH:7]=[CH:6][C:5]([N:8]2[C:12]([C:13]3[CH:23]=[CH:22][C:16]4[O:17][CH2:18][C:19](=[O:21])[NH:20][C:15]=4[CH:14]=3)=[CH:11][C:10]([C:24]([F:27])([F:26])[F:25])=[N:9]2)=[CH:4][CH:3]=1.[N+:28]([O-])([OH:30])=[O:29].O. Product: [F:1][C:2]1[CH:7]=[CH:6][C:5]([N:8]2[C:12]([C:13]3[C:23]([N+:28]([O-:30])=[O:29])=[CH:22][C:16]4[O:17][CH2:18][C:19](=[O:21])[NH:20][C:15]=4[CH:14]=3)=[CH:11][C:10]([C:24]([F:27])([F:25])[F:26])=[N:9]2)=[CH:4][CH:3]=1. The catalyst class is: 15. (6) Reactant: [CH3:1][C:2]1[CH:3]=[C:4]([CH3:24])[C:5]2[C:6]([C:10]=1[N:11]1[C:15]3[N:16]=[C:17]([CH3:21])[NH:18][C:19](=O)[C:14]=3[C:13]([CH3:22])=[C:12]1[CH3:23])=[N:7][S:8][N:9]=2.P(Cl)(Cl)([Cl:27])=O. Product: [Cl:27][C:19]1[C:14]2[C:13]([CH3:22])=[C:12]([CH3:23])[N:11]([C:10]3[C:6]4=[N:7][S:8][N:9]=[C:5]4[C:4]([CH3:24])=[CH:3][C:2]=3[CH3:1])[C:15]=2[N:16]=[C:17]([CH3:21])[N:18]=1. The catalyst class is: 13. (7) Reactant: [Cl:1][C:2]1[C:3]2[CH:10]=[CH:9][N:8]([CH:11]3[CH2:14][C:13]([CH2:16][OH:17])([OH:15])[CH2:12]3)[C:4]=2[N:5]=[CH:6][N:7]=1.[I:18]N1C(=O)CCC1=O. Product: [Cl:1][C:2]1[C:3]2[C:10]([I:18])=[CH:9][N:8]([CH:11]3[CH2:12][C:13]([CH2:16][OH:17])([OH:15])[CH2:14]3)[C:4]=2[N:5]=[CH:6][N:7]=1. The catalyst class is: 39. (8) Reactant: [Cl:1][C:2]1[C:11]2[C:6](=[CH:7][CH:8]=[CH:9][CH:10]=2)[C:5]([C:12]2[CH:17]=[CH:16][CH:15]=[C:14]([F:18])[CH:13]=2)=[C:4]([C:19](=O)[CH3:20])[CH:3]=1.C([O-])(=O)C.[NH4+].C([BH3-])#[N:28].[Na+]. Product: [Cl:1][C:2]1[C:11]2[C:6](=[CH:7][CH:8]=[CH:9][CH:10]=2)[C:5]([C:12]2[CH:17]=[CH:16][CH:15]=[C:14]([F:18])[CH:13]=2)=[C:4]([CH:19]([NH2:28])[CH3:20])[CH:3]=1. The catalyst class is: 449. (9) Reactant: Br[C:2]1[C:3]([NH2:9])=[N:4][C:5]([Cl:8])=[N:6][CH:7]=1.C1(C)C=CC=CC=1.C([Sn](CCCC)(CCCC)[CH:22]=[CH:23][O:24][CH2:25][CH3:26])CCC. Product: [Cl:8][C:5]1[N:4]=[C:3]([NH2:9])[C:2]([CH:22]=[CH:23][O:24][CH2:25][CH3:26])=[CH:7][N:6]=1. The catalyst class is: 535. (10) Reactant: [C:1]([O:5][C:6]([N:8]1[C:12]2=[N:13][CH:14]=[C:15]([O:17]CC3C=CC=CC=3)[CH:16]=[C:11]2[CH:10]=[C:9]1[C:25]([N:27]1[CH2:32][CH2:31][C:30]([F:34])([F:33])[CH2:29][CH2:28]1)=[O:26])=[O:7])([CH3:4])([CH3:3])[CH3:2].C(OCC)(=O)C. Product: [C:1]([O:5][C:6]([N:8]1[C:12]2=[N:13][CH:14]=[C:15]([OH:17])[CH:16]=[C:11]2[CH:10]=[C:9]1[C:25]([N:27]1[CH2:32][CH2:31][C:30]([F:34])([F:33])[CH2:29][CH2:28]1)=[O:26])=[O:7])([CH3:4])([CH3:2])[CH3:3]. The catalyst class is: 5.